This data is from Reaction yield outcomes from USPTO patents with 853,638 reactions. The task is: Predict the reaction yield, written as a fraction of the theoretical maximum amount of product (1.0 means a 100% yield; for example, 0.34 means a 34% yield). The reactants are [Cl-].[CH3:2]/[C:3](/[CH2:16][CH2:17][CH:18]=[C:19]([CH3:21])[CH3:20])=[CH:4]\[CH2:5][O:6][C:7](=[O:15])[CH2:8][N:9]1[CH:13]=[CH:12][N+:11]([CH3:14])=[CH:10]1.[Na].[CH3:23][CH2:24][CH2:25][CH2:26][CH:27]([CH2:30][O:31][C:32]([CH2:34][CH:35]([S:47]([OH:50])(=[O:49])=[O:48])[C:36]([O:38][CH2:39][CH:40]([CH2:43][CH2:44][CH2:45][CH3:46])[CH2:41][CH3:42])=[O:37])=[O:33])[CH2:28][CH3:29]. The catalyst is CC(C)=O.O.O. The product is [CH3:2]/[C:3](/[CH2:16][CH2:17][CH:18]=[C:19]([CH3:21])[CH3:20])=[CH:4]\[CH2:5][O:6][C:7](=[O:15])[CH2:8][N:9]1[CH:13]=[CH:12][N+:11]([CH3:14])=[CH:10]1.[CH3:23][CH2:24][CH2:25][CH2:26][CH:27]([CH2:30][O:31][C:32]([CH2:34][CH:35]([S:47]([OH:50])(=[O:49])=[O:48])[C:36]([O:38][CH2:39][CH:40]([CH2:43][CH2:44][CH2:45][CH3:46])[CH2:41][CH3:42])=[O:37])=[O:33])[CH2:28][CH3:29]. The yield is 1.00.